From a dataset of Reaction yield outcomes from USPTO patents with 853,638 reactions. Predict the reaction yield, written as a fraction of the theoretical maximum amount of product (1.0 means a 100% yield; for example, 0.34 means a 34% yield). (1) The reactants are [C:1]1([CH:7]([C:20]2[CH:25]=[CH:24][CH:23]=[CH:22][CH:21]=2)[CH2:8][CH2:9][NH:10][C:11](=[O:19])[C:12]2[CH:17]=[CH:16][C:15]([OH:18])=[N:14][CH:13]=2)[CH:6]=[CH:5][CH:4]=[CH:3][CH:2]=1.Br[CH2:27][CH2:28][O:29][C:30]1[CH:35]=[CH:34][CH:33]=[CH:32][CH:31]=1. No catalyst specified. The product is [C:20]1([CH:7]([C:1]2[CH:2]=[CH:3][CH:4]=[CH:5][CH:6]=2)[CH2:8][CH2:9][NH:10][C:11]([C:12]2[CH:17]=[CH:16][C:15](=[O:18])[N:14]([CH2:27][CH2:28][O:29][C:30]3[CH:35]=[CH:34][CH:33]=[CH:32][CH:31]=3)[CH:13]=2)=[O:19])[CH:25]=[CH:24][CH:23]=[CH:22][CH:21]=1. The yield is 0.124. (2) The reactants are [O:1]1[C:5]2[CH:6]=[CH:7][C:8]([C:10]3([C:13]([OH:15])=O)[CH2:12][CH2:11]3)=[CH:9][C:4]=2[O:3][CH2:2]1.CN(C(ON1N=NC2C=CC=CC1=2)=[N+](C)C)C.F[P-](F)(F)(F)(F)F.CCN(CC)CC.[NH2:47][C:48]1[CH:49]=[C:50]2[C:54](=[CH:55][CH:56]=1)[NH:53][C:52]([C:57]([CH3:61])([CH3:60])[CH2:58][OH:59])=[CH:51]2. The catalyst is C(#N)C. The product is [O:1]1[C:5]2[CH:6]=[CH:7][C:8]([C:10]3([C:13]([NH:47][C:48]4[CH:49]=[C:50]5[C:54](=[CH:55][CH:56]=4)[NH:53][C:52]([C:57]([CH3:61])([CH3:60])[CH2:58][OH:59])=[CH:51]5)=[O:15])[CH2:11][CH2:12]3)=[CH:9][C:4]=2[O:3][CH2:2]1. The yield is 0.750. (3) The reactants are Br[C:2]1[CH:7]=[CH:6][CH:5]=[CH:4][N:3]=1.[Li]CCCC.[Sn:13](Cl)([CH2:22][CH2:23][CH2:24][CH3:25])([CH2:18][CH2:19][CH2:20][CH3:21])[CH2:14][CH2:15][CH2:16][CH3:17].[Cl-].[NH4+]. The catalyst is C1COCC1. The product is [CH2:22]([Sn:13]([CH2:14][CH2:15][CH2:16][CH3:17])([CH2:18][CH2:19][CH2:20][CH3:21])[C:2]1[CH:7]=[CH:6][CH:5]=[CH:4][N:3]=1)[CH2:23][CH2:24][CH3:25]. The yield is 1.00. (4) The reactants are C([O:8][C:9]1[CH:10]=[C:11]2[C:15](=[CH:16][CH:17]=1)[NH:14][C:13]([CH:18]1[CH2:20][CH:19]1[C:21]([O:23][CH2:24][CH3:25])=[O:22])=[CH:12]2)C1C=CC=CC=1. The catalyst is CO.[Pd]. The product is [OH:8][C:9]1[CH:10]=[C:11]2[C:15](=[CH:16][CH:17]=1)[NH:14][C:13]([CH:18]1[CH2:20][CH:19]1[C:21]([O:23][CH2:24][CH3:25])=[O:22])=[CH:12]2. The yield is 0.990.